Dataset: Forward reaction prediction with 1.9M reactions from USPTO patents (1976-2016). Task: Predict the product of the given reaction. (1) Given the reactants CS(OCC([C:9]1[C:10]([N:29]([CH3:34])[S:30]([CH3:33])(=[O:32])=[O:31])=[CH:11][C:12]2[O:16][C:15](C3C=CC(F)=CC=3)=[C:14]([C:24](=[O:27])[NH:25][CH3:26])[C:13]=2[CH:28]=1)O)(=O)=O.NCCO.C([O-])([O-])=O.[K+].[K+], predict the reaction product. The product is: [CH3:26][NH:25][C:24]([C:14]1[C:13]2[CH:28]=[CH:9][C:10]([N:29]([CH3:34])[S:30]([CH3:33])(=[O:32])=[O:31])=[CH:11][C:12]=2[O:16][CH:15]=1)=[O:27]. (2) Given the reactants [Br:1][C:2]1[C:3](Cl)=[N:4][C:5]([Cl:8])=[N:6][CH:7]=1.C(N(CC)CC)C.[CH3:17][O:18][CH2:19][CH2:20][NH2:21].C(OC(=O)C)C, predict the reaction product. The product is: [Br:1][C:2]1[C:3]([NH:21][CH2:20][CH2:19][O:18][CH3:17])=[N:4][C:5]([Cl:8])=[N:6][CH:7]=1. (3) Given the reactants [F:1][C:2]1([F:33])[O:6][C:5]2[CH:7]=[CH:8][C:9]([C:11]3([C:14]([NH:16][C@H:17]4[CH2:22][C@@H:21]([CH3:23])[O:20][C@@H:19]([C:24]5[CH:32]=[CH:31][C:27]([C:28]([OH:30])=[O:29])=[CH:26][CH:25]=5)[CH2:18]4)=[O:15])[CH2:13][CH2:12]3)=[CH:10][C:4]=2[O:3]1.C(=O)=O, predict the reaction product. The product is: [F:33][C:2]1([F:1])[O:6][C:5]2[CH:7]=[CH:8][C:9]([C:11]3([C:14]([NH:16][C@@H:17]4[CH2:22][C@H:21]([CH3:23])[O:20][C@H:19]([C:24]5[CH:25]=[CH:26][C:27]([C:28]([OH:30])=[O:29])=[CH:31][CH:32]=5)[CH2:18]4)=[O:15])[CH2:12][CH2:13]3)=[CH:10][C:4]=2[O:3]1. (4) Given the reactants [CH3:1]C(C)([O-])C.[K+].[CH3:7][C@@H:8]1[CH2:25][C:24]2[CH2:23][C:22](=O)[CH2:21][CH2:20][C:19]=2[C@@H:18]2[C@@H:9]1[C@H:10]1[C@@:14]([CH2:16][CH2:17]2)([CH3:15])[C:13](=[CH2:27])[CH2:12][CH2:11]1, predict the reaction product. The product is: [CH3:7][C@@H:8]1[CH2:25][C:24]2[CH2:23][C:22](=[CH2:1])[CH2:21][CH2:20][C:19]=2[C@@H:18]2[C@@H:9]1[C@H:10]1[C@@:14]([CH2:16][CH2:17]2)([CH3:15])[C:13](=[CH2:27])[CH2:12][CH2:11]1. (5) The product is: [CH2:1]([O:3][C:4]1[CH:5]=[C:6]2[C:11](=[C:12]3[CH2:16][C:15]([CH3:18])([CH3:17])[O:14][C:13]=13)[C:10]([C:19]1[CH:28]=[CH:27][C:22]([C:23]([O:25][CH3:26])=[O:24])=[C:21]([N:29]([CH2:39][C:40]3[CH:41]=[CH:42][C:43]([C:44]([O:46][CH3:47])=[O:45])=[CH:48][CH:49]=3)[C:30](=[O:35])[C:31]([F:32])([F:33])[F:34])[CH:20]=1)=[N:9][C:8]([CH3:36])([CH3:37])[CH2:7]2)[CH3:2]. Given the reactants [CH2:1]([O:3][C:4]1[CH:5]=[C:6]2[C:11](=[C:12]3[CH2:16][C:15]([CH3:18])([CH3:17])[O:14][C:13]=13)[C:10]([C:19]1[CH:28]=[CH:27][C:22]([C:23]([O:25][CH3:26])=[O:24])=[C:21]([NH:29][C:30](=[O:35])[C:31]([F:34])([F:33])[F:32])[CH:20]=1)=[N:9][C:8]([CH3:37])([CH3:36])[CH2:7]2)[CH3:2].Br[CH2:39][C:40]1[CH:49]=[CH:48][C:43]([C:44]([O:46][CH3:47])=[O:45])=[CH:42][CH:41]=1.[I-].[K+].C(=O)([O-])[O-].[K+].[K+].C(OC(C)C)(C)C, predict the reaction product. (6) Given the reactants [Br:1][C:2]1[CH:7]=[CH:6][C:5]([O:8][CH3:9])=[CH:4][CH:3]=1.C(O)(=O)C.C(O)(=O)C.[I:18]C1C=CC=CC=1.II.[O-]S([O-])(=S)=O.[Na+].[Na+], predict the reaction product. The product is: [Br:1][C:2]1[CH:7]=[CH:6][C:5]([O:8][CH3:9])=[C:4]([I:18])[CH:3]=1. (7) Given the reactants [Cl:1][CH2:2][C:3]([C:5]1[CH:10]=[C:9]([CH3:11])[CH:8]=[CH:7][C:6]=1[CH3:12])=[O:4].[CH2:13](O)[CH2:14][OH:15].[Na+].[Cl-], predict the reaction product. The product is: [Cl:1][CH2:2][C:3]1([C:5]2[CH:10]=[C:9]([CH3:11])[CH:8]=[CH:7][C:6]=2[CH3:12])[O:15][CH2:14][CH2:13][O:4]1.